This data is from Full USPTO retrosynthesis dataset with 1.9M reactions from patents (1976-2016). The task is: Predict the reactants needed to synthesize the given product. (1) Given the product [Cl:63][C:64]1[CH:65]=[C:66]([NH:71][C:54]2[C:55]([CH3:60])=[CH:56][C:57]([CH3:59])=[CH:58][C:53]=2[CH3:62])[CH:67]=[C:68]([Cl:70])[CH:69]=1, predict the reactants needed to synthesize it. The reactants are: CC([O-])(C)C.[Na+].C1C=CC(P(C2C(C3C(P(C4C=CC=CC=4)C4C=CC=CC=4)=CC=C4C=3C=CC=C4)=C3C(C=CC=C3)=CC=2)C2C=CC=CC=2)=CC=1.[C:53]1([CH3:62])[CH:58]=[C:57]([CH3:59])[CH:56]=[C:55]([CH3:60])[C:54]=1Br.[Cl:63][C:64]1[CH:65]=[C:66]([NH2:71])[CH:67]=[C:68]([Cl:70])[CH:69]=1. (2) Given the product [CH:1]1([C:35]2[C:36]3[S:40][C:39]([NH:41][C:42](=[O:43])[NH:44][CH2:45][CH3:46])=[N:38][C:37]=3[CH:47]=[C:33]([C:30]3[CH:29]=[N:28][C:27]([N:24]4[CH2:25][CH2:26][C:21]([CH3:49])([C:19]([O:18][CH2:16][CH3:17])=[O:20])[CH2:22][CH2:23]4)=[N:32][CH:31]=3)[CH:34]=2)[CH2:6][CH2:5][CH2:4][CH2:3][CH2:2]1, predict the reactants needed to synthesize it. The reactants are: [CH:1]1([Mg]Cl)[CH2:6][CH2:5][CH2:4][CH2:3][CH2:2]1.CCOCC.[Li+].[Cl-].[CH2:16]([O:18][C:19]([C:21]1([CH3:49])[CH2:26][CH2:25][N:24]([C:27]2[N:32]=[CH:31][C:30]([C:33]3[CH:34]=[C:35](Br)[C:36]4[S:40][C:39]([NH:41][C:42]([NH:44][CH2:45][CH3:46])=[O:43])=[N:38][C:37]=4[CH:47]=3)=[CH:29][N:28]=2)[CH2:23][CH2:22]1)=[O:20])[CH3:17]. (3) Given the product [NH2:2][C@@H:3]([C:8]1[CH:13]=[CH:12][CH:11]=[CH:10][CH:9]=1)[C:4]([C:18]1[CH:19]=[CH:20][C:15]([F:14])=[CH:16][CH:17]=1)([C:18]1[CH:19]=[CH:20][C:15]([F:14])=[CH:16][CH:17]=1)[OH:6], predict the reactants needed to synthesize it. The reactants are: Cl.[NH2:2][C@@H:3]([C:8]1[CH:13]=[CH:12][CH:11]=[CH:10][CH:9]=1)[C:4]([O:6]C)=O.[F:14][C:15]1[CH:20]=[CH:19][C:18]([Mg]Br)=[CH:17][CH:16]=1. (4) The reactants are: [OH:1][C:2]1[N:3]([CH2:16][C:17]2[CH:18]=[N:19][C:20]([CH3:23])=[CH:21][CH:22]=2)[C:4]2[C:9]([N:10]=1)=[C:8]([NH2:11])[N:7]=[C:6]([NH:12][CH2:13][CH2:14][OH:15])[N:5]=2.[C:24](OC(=O)C)(=[O:26])[CH3:25].C(=O)([O-])O.[Na+]. Given the product [C:24]([O:15][CH2:14][CH2:13][NH:12][C:6]1[N:5]=[C:4]2[C:9]([N:10]=[C:2]([OH:1])[N:3]2[CH2:16][C:17]2[CH:18]=[N:19][C:20]([CH3:23])=[CH:21][CH:22]=2)=[C:8]([NH2:11])[N:7]=1)(=[O:26])[CH3:25], predict the reactants needed to synthesize it. (5) Given the product [C:1]([O:5][C:6](=[O:38])[NH:7][C:8](=[NH:37])[C:9]1[S:10][C:11]([S:35][CH3:36])=[C:12]([S:14]([C:17]2[CH:18]=[C:19]([C:23]3[CH:28]=[CH:27][CH:26]=[C:25]([C:29](=[O:34])[C:30]([F:32])([F:33])[F:31])[CH:24]=3)[CH:20]=[CH:21][CH:22]=2)(=[O:15])=[O:16])[CH:13]=1)([CH3:4])([CH3:2])[CH3:3], predict the reactants needed to synthesize it. The reactants are: [C:1]([O:5][C:6](=[O:38])[NH:7][C:8](=[NH:37])[C:9]1[S:10][C:11]([S:35][CH3:36])=[C:12]([S:14]([C:17]2[CH:18]=[C:19]([C:23]3[CH:28]=[CH:27][CH:26]=[C:25]([CH:29]([OH:34])[C:30]([F:33])([F:32])[F:31])[CH:24]=3)[CH:20]=[CH:21][CH:22]=2)(=[O:16])=[O:15])[CH:13]=1)([CH3:4])([CH3:3])[CH3:2].CC(OI1(OC(C)=O)(OC(C)=O)OC(=O)C2C1=CC=CC=2)=O.